Task: Predict the reaction yield, written as a fraction of the theoretical maximum amount of product (1.0 means a 100% yield; for example, 0.34 means a 34% yield).. Dataset: Reaction yield outcomes from USPTO patents with 853,638 reactions (1) The reactants are [Cl:1][C:2]1[S:6][C:5]([C:7]2[CH:11]=[C:10]([CH3:12])[NH:9][N:8]=2)=[CH:4][CH:3]=1.[I:13]N1C(=O)CCC1=O.S([O-])([O-])(=O)=S.[Na+].[Na+].C(=O)([O-])[O-].[Na+].[Na+]. The catalyst is CN(C)C=O. The product is [Cl:1][C:2]1[S:6][C:5]([C:7]2[C:11]([I:13])=[C:10]([CH3:12])[NH:9][N:8]=2)=[CH:4][CH:3]=1. The yield is 0.760. (2) The reactants are [Br:1][C:2]1[C:3]([N:21]2[CH2:26][CH2:25][CH2:24][C@@H:23]([NH:27]C(=O)OC(C)(C)C)[CH2:22]2)=[C:4]2[C:10]([NH:11][C:12](=[O:20])[C:13]3[CH:18]=[CH:17][CH:16]=[C:15]([CH3:19])[CH:14]=3)=[CH:9][NH:8][C:5]2=[N:6][CH:7]=1.C(O)(C(F)(F)F)=O.C(Cl)[Cl:43]. No catalyst specified. The product is [ClH:43].[NH2:27][C@@H:23]1[CH2:24][CH2:25][CH2:26][N:21]([C:3]2[C:2]([Br:1])=[CH:7][N:6]=[C:5]3[NH:8][CH:9]=[C:10]([NH:11][C:12](=[O:20])[C:13]4[CH:18]=[CH:17][CH:16]=[C:15]([CH3:19])[CH:14]=4)[C:4]=23)[CH2:22]1. The yield is 0.874. (3) The reactants are [CH2:1]([O:8][CH:9]1[CH2:14][CH2:13][CH:12]([O:15][C:16]2[CH:21]=[CH:20][C:19](Br)=[CH:18][C:17]=2[F:23])[CH2:11][CH2:10]1)[C:2]1[CH:7]=[CH:6][CH:5]=[CH:4][CH:3]=1.[CH3:24][S:25]([C:28]1[CH:33]=[CH:32][C:31](B(O)O)=[CH:30][CH:29]=1)(=[O:27])=[O:26].C([O-])([O-])=O.[Na+].[Na+]. The catalyst is COCCOC.CCO.O.C1C=CC([P]([Pd]([P](C2C=CC=CC=2)(C2C=CC=CC=2)C2C=CC=CC=2)([P](C2C=CC=CC=2)(C2C=CC=CC=2)C2C=CC=CC=2)[P](C2C=CC=CC=2)(C2C=CC=CC=2)C2C=CC=CC=2)(C2C=CC=CC=2)C2C=CC=CC=2)=CC=1. The product is [CH2:1]([O:8][CH:9]1[CH2:14][CH2:13][CH:12]([O:15][C:16]2[CH:21]=[CH:20][C:19]([C:31]3[CH:32]=[CH:33][C:28]([S:25]([CH3:24])(=[O:27])=[O:26])=[CH:29][CH:30]=3)=[CH:18][C:17]=2[F:23])[CH2:11][CH2:10]1)[C:2]1[CH:7]=[CH:6][CH:5]=[CH:4][CH:3]=1. The yield is 0.440. (4) The reactants are [C:1]([O:5][C:6]([N:8]1[CH2:13][CH2:12][CH:11]([CH:14]([S:18][C:19]2[CH:20]=[N:21][C:22]([NH:32][C:33]3[S:34][CH:35]=[C:36]([CH3:38])[N:37]=3)=[C:23]([O:25][C:26]3[CH:31]=[CH:30][CH:29]=[CH:28][CH:27]=3)[CH:24]=2)[C:15](O)=[O:16])[CH2:10][CH2:9]1)=[O:7])([CH3:4])([CH3:3])[CH3:2].C(N(C(C)C)C(C)C)C.CN(C(F)=[N+](C)C)C.F[P-](F)(F)(F)(F)F.O[NH:64][C:65](=[NH:67])[CH3:66]. The catalyst is CN(C=O)C.CCOC(C)=O. The product is [CH3:66][C:65]1[N:67]=[C:15]([CH:14]([S:18][C:19]2[CH:20]=[N:21][C:22]([NH:32][C:33]3[S:34][CH:35]=[C:36]([CH3:38])[N:37]=3)=[C:23]([O:25][C:26]3[CH:31]=[CH:30][CH:29]=[CH:28][CH:27]=3)[CH:24]=2)[CH:11]2[CH2:10][CH2:9][N:8]([C:6]([O:5][C:1]([CH3:2])([CH3:4])[CH3:3])=[O:7])[CH2:13][CH2:12]2)[O:16][N:64]=1. The yield is 0.356. (5) The reactants are [CH3:1][C:2]1[CH:27]=[C:26]([CH3:28])[CH:25]=[C:24]([CH3:29])[C:3]=1[C:4]([P:6]([C:13](=[O:23])[C:14]1[C:19]([CH3:20])=[CH:18][C:17]([CH3:21])=[CH:16][C:15]=1[CH3:22])([CH2:8][C:9]([O:11][CH3:12])=[O:10])=[O:7])=[O:5].[CH2:30](O)[C:31]#C.C([O-])(=O)CCCCCCCCCCC.C([O-])(=O)CCCCCCCCCCC.C([Sn+2]CCCC)CCC. No catalyst specified. The product is [CH3:22][C:15]1[CH:16]=[C:17]([CH3:21])[CH:18]=[C:19]([CH3:20])[C:14]=1[C:13]([P:6]([CH2:8][C:9]([O:11][CH2:12][C:30]#[CH:31])=[O:10])([C:4](=[O:5])[C:3]1[C:24]([CH3:29])=[CH:25][C:26]([CH3:28])=[CH:27][C:2]=1[CH3:1])=[O:7])=[O:23]. The yield is 0.550. (6) The reactants are [F:1][C:2]1[CH:7]=[CH:6][C:5]([NH:8][C:9](=[O:29])[CH2:10][C:11]([NH:13][C:14]2[CH:19]=[CH:18][C:17]([O:20][C:21]3[CH:26]=[CH:25][N:24]=[C:23]([NH2:27])[CH:22]=3)=[C:16]([F:28])[CH:15]=2)=[O:12])=[CH:4][CH:3]=1.C(N(CC)CC)C.[CH:37]1([C:40](Cl)=[O:41])[CH2:39][CH2:38]1.[OH-].[Na+]. The catalyst is CN(C)C=O.CO. The product is [F:1][C:2]1[CH:3]=[CH:4][C:5]([NH:8][C:9](=[O:29])[CH2:10][C:11]([NH:13][C:14]2[CH:19]=[CH:18][C:17]([O:20][C:21]3[CH:26]=[CH:25][N:24]=[C:23]([NH:27][C:40]([CH:37]4[CH2:39][CH2:38]4)=[O:41])[CH:22]=3)=[C:16]([F:28])[CH:15]=2)=[O:12])=[CH:6][CH:7]=1. The yield is 0.530. (7) The reactants are [CH3:1][CH2:2][CH2:3][CH2:4][NH:5][C:6]1[CH:7]=[C:8]([C:23]([OH:25])=[O:24])[CH:9]=[C:10]([S:19]([NH2:22])(=[O:21])=[O:20])[C:11]=1[O:12][C:13]1[CH:14]=[CH:15][CH:16]=[CH:17][CH:18]=1.[CH2:26](Cl)[C:27]1[CH:32]=[CH:31][CH:30]=[CH:29][CH:28]=1.C(N(CC)CC)C. The catalyst is CN(C)C=O.ClCCl. The product is [NH2:22][S:19]([C:10]1[CH:9]=[C:8]([CH:7]=[C:6]([NH:5][CH2:4][CH2:3][CH2:2][CH3:1])[C:11]=1[O:12][C:13]1[CH:18]=[CH:17][CH:16]=[CH:15][CH:14]=1)[C:23]([O:25][CH2:26][C:27]1[CH:32]=[CH:31][CH:30]=[CH:29][CH:28]=1)=[O:24])(=[O:21])=[O:20]. The yield is 0.800. (8) The reactants are [C:1](O)(=O)C.[NH:5]1[CH2:10][CH2:9][CH2:8][CH:7]([NH:11][C:12]([C:14]2[CH:15]=[C:16]3[C:20](=[CH:21][CH:22]=2)[NH:19][N:18]=[CH:17]3)=[O:13])[CH2:6]1.C=O.C([BH3-])#N.[Na+].[OH-].[Na+]. The catalyst is CO. The product is [CH3:1][N:5]1[CH2:10][CH2:9][CH2:8][CH:7]([NH:11][C:12]([C:14]2[CH:15]=[C:16]3[C:20](=[CH:21][CH:22]=2)[NH:19][N:18]=[CH:17]3)=[O:13])[CH2:6]1. The yield is 0.680.